Dataset: Peptide-MHC class I binding affinity with 185,985 pairs from IEDB/IMGT. Task: Regression. Given a peptide amino acid sequence and an MHC pseudo amino acid sequence, predict their binding affinity value. This is MHC class I binding data. (1) The peptide sequence is RHYKRWPFY. The MHC is HLA-B18:01 with pseudo-sequence HLA-B18:01. The binding affinity (normalized) is 0.0847. (2) The peptide sequence is NTSTCFQEY. The MHC is HLA-B27:05 with pseudo-sequence HLA-B27:05. The binding affinity (normalized) is 0.0847. (3) The peptide sequence is EEPAALLPL. The MHC is HLA-B40:02 with pseudo-sequence HLA-B40:02. The binding affinity (normalized) is 0.626. (4) The peptide sequence is RADSMMLGY. The MHC is HLA-B48:01 with pseudo-sequence HLA-B48:01. The binding affinity (normalized) is 0.0847. (5) The peptide sequence is FPANINDKQI. The MHC is HLA-B07:02 with pseudo-sequence HLA-B07:02. The binding affinity (normalized) is 0.432. (6) The peptide sequence is HPVLVTATL. The MHC is HLA-B08:01 with pseudo-sequence HLA-B08:01. The binding affinity (normalized) is 0.255.